From a dataset of Forward reaction prediction with 1.9M reactions from USPTO patents (1976-2016). Predict the product of the given reaction. (1) Given the reactants CN1CCOCC1.ClC(OCC)=O.[C:14]([O:18][C:19]([NH:21][C@@H:22]([CH2:27][CH2:28][S:29][CH3:30])[CH2:23][C:24](O)=[O:25])=[O:20])([CH3:17])([CH3:16])[CH3:15], predict the reaction product. The product is: [OH:25][CH2:24][CH2:23][C@@H:22]([NH:21][C:19](=[O:20])[O:18][C:14]([CH3:16])([CH3:15])[CH3:17])[CH2:27][CH2:28][S:29][CH3:30]. (2) Given the reactants [NH:1]1[CH:5]=[CH:4][CH:3]=[N:2]1.[H-].[Na+].Cl[C:9]1[N:14]=[C:13]([C:15]([O:17][C:18]([CH3:21])([CH3:20])[CH3:19])=[O:16])[CH:12]=[N:11][CH:10]=1.[Cl-].[NH4+], predict the reaction product. The product is: [N:1]1([C:9]2[N:14]=[C:13]([C:15]([O:17][C:18]([CH3:21])([CH3:20])[CH3:19])=[O:16])[CH:12]=[N:11][CH:10]=2)[CH:5]=[CH:4][CH:3]=[N:2]1. (3) Given the reactants [NH2:1][C:2]1[N:10]=[CH:9][CH:8]=[CH:7][C:3]=1[C:4]([OH:6])=O.ON1C2C=CC=CC=2N=N1.CCN=C=NCCCN(C)C.[Cl:32][C:33]1[CH:47]=[CH:46][C:36]([O:37][C:38]2[CH:39]=[C:40]([CH:43]=[CH:44][CH:45]=2)[CH2:41][NH2:42])=[CH:35][CH:34]=1.C(=O)(O)[O-].[Na+], predict the reaction product. The product is: [Cl:32][C:33]1[CH:47]=[CH:46][C:36]([O:37][C:38]2[CH:39]=[C:40]([CH2:41][NH:42][C:4](=[O:6])[C:3]3[CH:7]=[CH:8][CH:9]=[N:10][C:2]=3[NH2:1])[CH:43]=[CH:44][CH:45]=2)=[CH:35][CH:34]=1. (4) The product is: [CH3:26][O:25][CH2:24][CH2:23][N:4]1[CH2:5][C:6]2[CH:11]=[CH:10][C:9]([C:12]([O:14][CH3:15])=[O:13])=[CH:8][C:7]=2[O:1][CH2:2][CH2:3]1. Given the reactants [O:1]1[C:7]2[CH:8]=[C:9]([C:12]([O:14][CH3:15])=[O:13])[CH:10]=[CH:11][C:6]=2[CH2:5][NH:4][CH2:3][CH2:2]1.C([O-])([O-])=O.[K+].[K+].I[CH2:23][CH2:24][O:25][CH3:26], predict the reaction product. (5) Given the reactants [Br:1][C:2]1[CH:7]=[CH:6][C:5]([C:8]2[O:9][C:10]([CH:16]([OH:18])[CH3:17])=[C:11]([CH:13]([CH3:15])[CH3:14])[N:12]=2)=[CH:4][CH:3]=1.C(P(CCCC)CCCC)CCC.N(C(N1CCCCC1)=O)=NC(N1CCCCC1)=O.[CH3:50][O:51][C:52](=[O:63])[CH2:53][CH2:54][C:55]1[CH:60]=[CH:59][C:58](O)=[CH:57][C:56]=1[CH3:62], predict the reaction product. The product is: [CH3:50][O:51][C:52](=[O:63])[CH2:53][CH2:54][C:55]1[CH:60]=[CH:59][C:58]([O:18][CH:16]([C:10]2[O:9][C:8]([C:5]3[CH:4]=[CH:3][C:2]([Br:1])=[CH:7][CH:6]=3)=[N:12][C:11]=2[CH:13]([CH3:15])[CH3:14])[CH3:17])=[CH:57][C:56]=1[CH3:62]. (6) The product is: [CH2:14]([O:16][C:17]([C:18]1[CH:19]=[C:20]([C:4]2[CH:9]=[C:8]([O:10][CH3:11])[CH:7]=[C:6]([O:12][CH3:13])[CH:5]=2)[CH:21]=[CH:22][CH:23]=1)=[O:33])[CH3:15]. Given the reactants N#N.Br[C:4]1[CH:9]=[C:8]([O:10][CH3:11])[CH:7]=[C:6]([O:12][CH3:13])[CH:5]=1.[CH2:14]([O:16][C:17](=[O:33])[C:18]1[CH:23]=[CH:22][CH:21]=[C:20](B2OC(C)(C)C(C)(C)O2)[CH:19]=1)[CH3:15].C([O-])(O)=O.[Na+], predict the reaction product. (7) Given the reactants [F:8][C:7]([F:10])([F:9])[C:6](O[C:6](=[O:11])[C:7]([F:10])([F:9])[F:8])=[O:11].[CH3:14][O:15][C:16](=[O:29])[C:17]1[CH:22]=[CH:21][C:20]([N:23]2[CH:27]=[CH:26][CH:25]=[CH:24]2)=[CH:19][C:18]=1[Cl:28].C([O-])(O)=O.[Na+], predict the reaction product. The product is: [CH3:14][O:15][C:16](=[O:29])[C:17]1[CH:22]=[CH:21][C:20]([N:23]2[CH:24]=[CH:25][CH:26]=[C:27]2[C:6](=[O:11])[C:7]([F:8])([F:9])[F:10])=[CH:19][C:18]=1[Cl:28].